The task is: Predict the product of the given reaction.. This data is from Forward reaction prediction with 1.9M reactions from USPTO patents (1976-2016). (1) Given the reactants [N:1]1([C:7]2[CH:12]=[CH:11][C:10]([N:13]3[CH2:18][CH2:17][O:16][CH2:15][C:14]3=[O:19])=[CH:9][CH:8]=2)[CH2:6][CH2:5][NH:4][CH2:3][CH2:2]1.CC1C=CC(S(O[CH2:31][CH2:32][CH2:33][CH2:34][C:35]2[C:43]3[C:38](=[CH:39][CH:40]=[C:41]([F:44])[CH:42]=3)[NH:37][CH:36]=2)(=O)=O)=CC=1.C(=O)([O-])[O-].[K+].[K+].[I-].[K+], predict the reaction product. The product is: [F:44][C:41]1[CH:42]=[C:43]2[C:38](=[CH:39][CH:40]=1)[NH:37][CH:36]=[C:35]2[CH2:34][CH2:33][CH2:32][CH2:31][N:4]1[CH2:5][CH2:6][N:1]([C:7]2[CH:8]=[CH:9][C:10]([N:13]3[CH2:18][CH2:17][O:16][CH2:15][C:14]3=[O:19])=[CH:11][CH:12]=2)[CH2:2][CH2:3]1. (2) Given the reactants Br[C:2]1[CH:3]=[C:4]2[C:9](=[N:10][C:11]=1[CH:12]([O:15][CH3:16])[O:13][CH3:14])[NH:8][CH2:7][CH2:6][CH2:5]2.[CH3:17][C:18]1[N:22]=[CH:21][NH:20][N:19]=1.C([O-])([O-])=O.[Cs+].[Cs+], predict the reaction product. The product is: [CH3:14][O:13][CH:12]([O:15][CH3:16])[C:11]1[N:10]=[C:9]2[C:4]([CH2:5][CH2:6][CH2:7][NH:8]2)=[CH:3][C:2]=1[N:20]1[CH:21]=[N:22][C:18]([CH3:17])=[N:19]1. (3) Given the reactants C(N(C(C)C)CC)(C)C.C1C=CC2N(O)N=NC=2C=1.FC(F)(F)C(O)=O.[Cl:27][CH2:28][CH2:29][CH2:30][C:31](=[CH:35][C:36]1[CH:41]=[CH:40][C:39]([N:42]2[CH:46]=[C:45]([CH3:47])[N:44]=[CH:43]2)=[C:38]([O:48][CH3:49])[CH:37]=1)[C:32]([OH:34])=O.[F:50][C:51]1[CH:56]=[CH:55][CH:54]=[C:53]([F:57])[C:52]=1[CH:58]([NH2:60])[CH3:59], predict the reaction product. The product is: [F:50][C:51]1[CH:56]=[CH:55][CH:54]=[C:53]([F:57])[C:52]=1[CH:58]([NH:60][C:32](=[O:34])[C:31](=[CH:35][C:36]1[CH:41]=[CH:40][C:39]([N:42]2[CH:46]=[C:45]([CH3:47])[N:44]=[CH:43]2)=[C:38]([O:48][CH3:49])[CH:37]=1)[CH2:30][CH2:29][CH2:28][Cl:27])[CH3:59]. (4) Given the reactants [C:1]([C:4]1[O:5][C:6]2[C:11]([C:12](=[O:14])[CH:13]=1)=[CH:10][C:9]([Br:15])=[CH:8][CH:7]=2)(=[O:3])[CH3:2].[Br:16]Br, predict the reaction product. The product is: [Br:15][C:9]1[CH:10]=[C:11]2[C:6](=[CH:7][CH:8]=1)[O:5][C:4]([C:1](=[O:3])[CH2:2][Br:16])=[CH:13][C:12]2=[O:14]. (5) Given the reactants [CH:1]1([CH:4]([C:26]2[CH:27]=[N:28][C:29]([O:32][CH3:33])=[CH:30][CH:31]=2)[O:5][C:6]2[CH:23]=[CH:22][C:9]([CH2:10][NH:11][C:12]3[C:17]([N+:18]([O-:20])=[O:19])=[CH:16][C:15](I)=[CH:14][N:13]=3)=[CH:8][C:7]=2[O:24][CH3:25])[CH2:3][CH2:2]1.[CH3:34][N:35]1[CH:39]=[C:38](B2OC(C)(C)C(C)(C)O2)[CH:37]=[N:36]1.C(=O)([O-])[O-].[K+].[K+], predict the reaction product. The product is: [CH:1]1([CH:4]([C:26]2[CH:27]=[N:28][C:29]([O:32][CH3:33])=[CH:30][CH:31]=2)[O:5][C:6]2[CH:23]=[CH:22][C:9]([CH2:10][NH:11][C:12]3[C:17]([N+:18]([O-:20])=[O:19])=[CH:16][C:15]([C:38]4[CH:37]=[N:36][N:35]([CH3:34])[CH:39]=4)=[CH:14][N:13]=3)=[CH:8][C:7]=2[O:24][CH3:25])[CH2:3][CH2:2]1.